The task is: Regression. Given two drug SMILES strings and cell line genomic features, predict the synergy score measuring deviation from expected non-interaction effect.. This data is from NCI-60 drug combinations with 297,098 pairs across 59 cell lines. Drug 1: CC(C)(C#N)C1=CC(=CC(=C1)CN2C=NC=N2)C(C)(C)C#N. Drug 2: CC1CCC2CC(C(=CC=CC=CC(CC(C(=O)C(C(C(=CC(C(=O)CC(OC(=O)C3CCCCN3C(=O)C(=O)C1(O2)O)C(C)CC4CCC(C(C4)OC)O)C)C)O)OC)C)C)C)OC. Cell line: SF-268. Synergy scores: CSS=-5.36, Synergy_ZIP=1.77, Synergy_Bliss=-1.96, Synergy_Loewe=-6.24, Synergy_HSA=-5.53.